From a dataset of Full USPTO retrosynthesis dataset with 1.9M reactions from patents (1976-2016). Predict the reactants needed to synthesize the given product. (1) Given the product [Br:4][C:5]1[CH:18]=[CH:17][C:16]2[O:15][CH:14]3[CH:9]([CH2:10][N:11]([CH2:19][C:20]4[CH:25]=[CH:24][C:23]([O:26][CH3:27])=[CH:22][CH:21]=4)[CH2:12][CH2:13]3)[CH:8]([OH:28])[C:7]=2[CH:6]=1, predict the reactants needed to synthesize it. The reactants are: [BH4-].[Na+].[Cl-].[Br:4][C:5]1[CH:18]=[CH:17][C:16]2[O:15][C:14]3[CH:13]=[CH:12][N+:11]([CH2:19][C:20]4[CH:25]=[CH:24][C:23]([O:26][CH3:27])=[CH:22][CH:21]=4)=[CH:10][C:9]=3[C:8](=[O:28])[C:7]=2[CH:6]=1.CCO. (2) Given the product [Cl:4][C:5]1[CH:6]=[C:7]([NH:1][C:2]2[S:3][C:20]([C:16]3[CH:17]=[CH:18][CH:19]=[C:14]([O:13][CH3:12])[CH:15]=3)=[N:22][N:23]=2)[CH:8]=[CH:9][C:10]=1[F:11], predict the reactants needed to synthesize it. The reactants are: [N-:1]=[C:2]=[S:3].[Cl:4][C:5]1[CH:6]=[CH:7][CH:8]=[CH:9][C:10]=1[F:11].[CH3:12][O:13][C:14]1[CH:15]=[C:16]([C:20]([NH:22][NH2:23])=O)[CH:17]=[CH:18][CH:19]=1. (3) Given the product [F:29][C:2]([F:1])([F:28])[O:3][C:4]1[CH:9]=[CH:8][C:7]([N:10]2[CH:14]=[N:13][C:12]([C:15]3[CH:20]=[CH:19][C:18](/[CH:21]=[CH:22]/[C:23]([OH:25])=[O:24])=[CH:17][CH:16]=3)=[N:11]2)=[CH:6][CH:5]=1, predict the reactants needed to synthesize it. The reactants are: [F:1][C:2]([F:29])([F:28])[O:3][C:4]1[CH:9]=[CH:8][C:7]([N:10]2[CH:14]=[N:13][C:12]([C:15]3[CH:20]=[CH:19][C:18](/[CH:21]=[CH:22]/[C:23]([O:25]CC)=[O:24])=[CH:17][CH:16]=3)=[N:11]2)=[CH:6][CH:5]=1.[OH-].[Na+].Cl. (4) Given the product [N:16]1([C:9]([O:11][C:12]([CH3:13])([CH3:14])[CH3:15])=[O:10])[C:24]2[CH:23]=[CH:22][N:21]=[CH:20][C:19]=2[CH:18]=[CH:17]1, predict the reactants needed to synthesize it. The reactants are: [CH3:13][C:12]([O:11][C:9](O[C:9]([O:11][C:12]([CH3:15])([CH3:14])[CH3:13])=[O:10])=[O:10])([CH3:15])[CH3:14].[NH:16]1[C:24]2[C:19](=[CH:20][N:21]=[CH:22][CH:23]=2)[CH:18]=[CH:17]1.C(N(CC)CC)C.